This data is from Reaction yield outcomes from USPTO patents with 853,638 reactions. The task is: Predict the reaction yield, written as a fraction of the theoretical maximum amount of product (1.0 means a 100% yield; for example, 0.34 means a 34% yield). (1) The reactants are [F:1][C:2]1[CH:7]=[CH:6][C:5]([NH:8][C:9]2[CH2:14][C:13]([C:15]([O:17]C)=[O:16])=[C:12]([NH:19][C:20]3[CH:25]=[CH:24][C:23]([F:26])=[CH:22][CH:21]=3)[CH2:11][C:10]=2[C:27]([O:29]C)=[O:28])=[CH:4][CH:3]=1.[Na].[N+](C1C=C(S(O)(=O)=O)C=CC=1)([O-])=O.[OH-].[Na+].Cl. The catalyst is O.C(O)C. The product is [F:1][C:2]1[CH:3]=[CH:4][C:5]([NH:8][C:9]2[CH:14]=[C:13]([C:15]([OH:17])=[O:16])[C:12]([NH:19][C:20]3[CH:25]=[CH:24][C:23]([F:26])=[CH:22][CH:21]=3)=[CH:11][C:10]=2[C:27]([OH:29])=[O:28])=[CH:6][CH:7]=1. The yield is 0.970. (2) The reactants are [NH2:1][C:2]1[CH:7]=[CH:6][CH:5]=[CH:4][N:3]=1.C[Si]([N-][Si](C)(C)C)(C)C.[Li+].Cl[C:19]1[N:24]=[C:23]([N:25]2[CH2:30][CH2:29][O:28][CH2:27][CH2:26]2)[N:22]=[C:21]([N:31]2[C:35]3[CH:36]=[CH:37][CH:38]=[CH:39][C:34]=3[N:33]=[C:32]2[CH:40]([F:42])[F:41])[N:20]=1.C(O)(=O)C. The catalyst is C1COCC1.O. The product is [F:42][CH:40]([F:41])[C:32]1[N:31]([C:21]2[N:22]=[C:23]([N:25]3[CH2:26][CH2:27][O:28][CH2:29][CH2:30]3)[N:24]=[C:19]([NH:1][C:2]3[CH:7]=[CH:6][CH:5]=[CH:4][N:3]=3)[N:20]=2)[C:35]2[CH:36]=[CH:37][CH:38]=[CH:39][C:34]=2[N:33]=1. The yield is 0.130. (3) The reactants are [CH2:1]1[C@H:5]2[CH2:6][CH2:7][CH2:8][C@H:4]2[CH2:3][NH:2]1.[ClH:9]. The catalyst is C(O)C. The product is [ClH:9].[CH2:1]1[C@H:5]2[CH2:6][CH2:7][CH2:8][C@H:4]2[CH2:3][NH:2]1. The yield is 0.830.